From a dataset of Forward reaction prediction with 1.9M reactions from USPTO patents (1976-2016). Predict the product of the given reaction. (1) Given the reactants [CH2:1]([Li])[CH2:2][CH2:3][CH3:4].[C:6]12(CCC(=O)[CH2:17][CH2:16]1)[C:14]1[C:9](=[CH:10][CH:11]=[CH:12][CH:13]=1)[C:8](=O)[O:7]2.[Cl-].[NH4+].[O:24]1CCCC1, predict the reaction product. The product is: [CH2:4]=[C:3]1[CH2:17][CH2:16][C:6]2([C:14]3[C:9](=[CH:10][CH:11]=[CH:12][CH:13]=3)[CH2:8][O:7]2)[CH2:1][C:2]1=[O:24]. (2) The product is: [C:18]([C:13]1[CH:14]=[C:15]([CH3:16])[N:11]([C:4]2[CH:5]=[CH:6][C:7]([O:9][CH3:10])=[CH:8][C:3]=2[O:2][CH3:1])[C:12]=1[CH3:17])(=[O:20])[CH3:19]. Given the reactants [CH3:1][O:2][C:3]1[CH:8]=[C:7]([O:9][CH3:10])[CH:6]=[CH:5][C:4]=1[N:11]1[C:15]([CH3:16])=[CH:14][CH:13]=[C:12]1[CH3:17].[C:18](OC(=O)C)(=[O:20])[CH3:19].I, predict the reaction product. (3) Given the reactants I[CH2:2][CH2:3][C:4]([C:10]([F:13])([F:12])[F:11])([F:9])[C:5]([F:8])([F:7])[F:6].NC(N)=[S:16].[OH-].[Na+], predict the reaction product. The product is: [F:9][C:4]([C:10]([F:13])([F:12])[F:11])([C:5]([F:8])([F:7])[F:6])[CH2:3][CH2:2][SH:16]. (4) Given the reactants [CH2:1]([N:3]1[CH2:15][CH2:14][C:6]2[NH:7][C:8]3[CH:9]=[CH:10][CH:11]=[CH:12][C:13]=3[C:5]=2[CH2:4]1)[CH3:2].[CH2:16](Cl)[C:17]1[CH:22]=[CH:21][CH:20]=[CH:19][CH:18]=1.FC(F)(F)C([O-])=O, predict the reaction product. The product is: [CH2:16]([N:7]1[C:8]2[CH:9]=[CH:10][CH:11]=[CH:12][C:13]=2[C:5]2[CH2:4][N:3]([CH2:1][CH3:2])[CH2:15][CH2:14][C:6]1=2)[C:17]1[CH:22]=[CH:21][CH:20]=[CH:19][CH:18]=1. (5) Given the reactants C([N:8]1[CH2:15][CH:14]2[CH2:16][CH:10]([CH2:11][N:12]([CH2:17][CH:18]([NH:29][S:30]([CH3:33])(=[O:32])=[O:31])[CH2:19][O:20][C:21]3[CH:26]=[CH:25][C:24]([C:27]#[N:28])=[CH:23][CH:22]=3)[CH2:13]2)[CH2:9]1)C1C=CC=CC=1, predict the reaction product. The product is: [C:27]([C:24]1[CH:23]=[CH:22][C:21]([O:20][CH2:19][CH:18]([NH:29][S:30]([CH3:33])(=[O:31])=[O:32])[CH2:17][N:12]2[CH2:13][CH:14]3[CH2:16][CH:10]([CH2:9][NH:8][CH2:15]3)[CH2:11]2)=[CH:26][CH:25]=1)#[N:28].